This data is from Forward reaction prediction with 1.9M reactions from USPTO patents (1976-2016). The task is: Predict the product of the given reaction. (1) Given the reactants Br[C:2]1[CH:10]=[C:9]2[C:5]([C:6]([C:17]#[N:18])=[N:7][N:8]2[CH:11]2[CH2:16][CH2:15][CH2:14][CH2:13][O:12]2)=[CH:4][CH:3]=1.[CH2:19]([C:21]1[CH:26]=[C:25]([O:27][CH2:28][O:29][CH2:30][CH2:31][Si:32]([CH3:35])([CH3:34])[CH3:33])[C:24]([F:36])=[CH:23][C:22]=1B1OC(C)(C)C(C)(C)O1)[CH3:20].P([O-])([O-])([O-])=O.[K+].[K+].[K+], predict the reaction product. The product is: [CH2:19]([C:21]1[CH:26]=[C:25]([O:27][CH2:28][O:29][CH2:30][CH2:31][Si:32]([CH3:33])([CH3:35])[CH3:34])[C:24]([F:36])=[CH:23][C:22]=1[C:2]1[CH:10]=[C:9]2[C:5]([C:6]([C:17]#[N:18])=[N:7][N:8]2[CH:11]2[CH2:16][CH2:15][CH2:14][CH2:13][O:12]2)=[CH:4][CH:3]=1)[CH3:20]. (2) Given the reactants [CH3:1][O:2][CH2:3][CH2:4][N:5]1[CH2:10][CH2:9][CH:8]([N:11]2[CH:15]=[C:14](B3OC(C)(C)C(C)(C)O3)[CH:13]=[N:12]2)[CH2:7][CH2:6]1.I[C:26]1[CH:31]=[N:30][C:29]([NH2:32])=[C:28]2[O:33][C:34]([C:36]3[CH:45]=[CH:44][CH:43]=[C:42]4[C:37]=3[CH:38]=[CH:39][N:40]=[CH:41]4)=[CH:35][C:27]=12.C(=O)([O-])[O-].[K+].[K+], predict the reaction product. The product is: [CH:41]1[C:42]2[C:37](=[C:36]([C:34]3[O:33][C:28]4=[C:29]([NH2:32])[N:30]=[CH:31][C:26]([C:14]5[CH:13]=[N:12][N:11]([CH:8]6[CH2:7][CH2:6][N:5]([CH2:4][CH2:3][O:2][CH3:1])[CH2:10][CH2:9]6)[CH:15]=5)=[C:27]4[CH:35]=3)[CH:45]=[CH:44][CH:43]=2)[CH:38]=[CH:39][N:40]=1.